This data is from Full USPTO retrosynthesis dataset with 1.9M reactions from patents (1976-2016). The task is: Predict the reactants needed to synthesize the given product. (1) Given the product [NH2:1][C:2]1[N:6]([C@@H:7]2[CH2:12][CH2:11][CH2:10][N:9]([C:13]#[N:14])[CH2:8]2)[N:5]=[C:4]([C:15]2[CH:20]=[CH:19][C:18]([O:21][C:39]3[C:38]([F:43])=[CH:37][C:36]([Cl:35])=[CH:41][N:40]=3)=[CH:17][CH:16]=2)[C:3]=1[C:32]([NH2:34])=[O:33], predict the reactants needed to synthesize it. The reactants are: [NH2:1][C:2]1[N:6]([C@@H:7]2[CH2:12][CH2:11][CH2:10][N:9]([C:13]#[N:14])[CH2:8]2)[N:5]=[C:4]([C:15]2[CH:20]=[CH:19][C:18]([O:21]C3C=CC=C(C(F)(F)F)N=3)=[CH:17][CH:16]=2)[C:3]=1[C:32]([NH2:34])=[O:33].[Cl:35][C:36]1[CH:37]=[C:38]([F:43])[C:39](F)=[N:40][CH:41]=1. (2) The reactants are: [F:1][C:2]1[CH:7]=[CH:6][C:5]([C@:8]23[CH2:16][CH2:15][CH2:14][C@H:13]2[CH2:12][S:11][C:10]([NH:17][C:18](=[O:24])[O:19][C:20]([CH3:23])([CH3:22])[CH3:21])=[N:9]3)=[CH:4][C:3]=1[OH:25].N1C=CC=CC=1.[F:32][C:33]([F:46])([F:45])[S:34](O[S:34]([C:33]([F:46])([F:45])[F:32])(=[O:36])=[O:35])(=[O:36])=[O:35]. Given the product [F:32][C:33]([F:46])([F:45])[S:34]([O:25][C:3]1[CH:4]=[C:5]([C@:8]23[CH2:16][CH2:15][CH2:14][CH:13]2[CH2:12][S:11][C:10]([NH:17][C:18]([O:19][C:20]([CH3:21])([CH3:22])[CH3:23])=[O:24])=[N:9]3)[CH:6]=[CH:7][C:2]=1[F:1])(=[O:36])=[O:35], predict the reactants needed to synthesize it.